This data is from HIV replication inhibition screening data with 41,000+ compounds from the AIDS Antiviral Screen. The task is: Binary Classification. Given a drug SMILES string, predict its activity (active/inactive) in a high-throughput screening assay against a specified biological target. The compound is O=C1CN(CCc2ccccc2)CC(=O)N2C(c3ccccc3)CCCN12. The result is 0 (inactive).